This data is from Reaction yield outcomes from USPTO patents with 853,638 reactions. The task is: Predict the reaction yield, written as a fraction of the theoretical maximum amount of product (1.0 means a 100% yield; for example, 0.34 means a 34% yield). The reactants are [Cl:1][C:2]1[C:6]([CH3:7])=[N:5][N:4]([CH3:8])[C:3]=1[C:9]([OH:11])=O.C(N(C(C)C)CC)(C)C.[C:21]1([C:27]2[N:28]=[C:29]3[N:34]=[C:33]([NH2:35])[CH:32]=[CH:31][N:30]3[CH:36]=2)[CH:26]=[CH:25][CH:24]=[CH:23][CH:22]=1. The catalyst is C(OCC)(=O)C. The product is [C:21]1([C:27]2[N:28]=[C:29]3[N:34]=[C:33]([NH:35][C:9]([C:3]4[N:4]([CH3:8])[N:5]=[C:6]([CH3:7])[C:2]=4[Cl:1])=[O:11])[CH:32]=[CH:31][N:30]3[CH:36]=2)[CH:22]=[CH:23][CH:24]=[CH:25][CH:26]=1. The yield is 0.0900.